This data is from Reaction yield outcomes from USPTO patents with 853,638 reactions. The task is: Predict the reaction yield, written as a fraction of the theoretical maximum amount of product (1.0 means a 100% yield; for example, 0.34 means a 34% yield). The reactants are [C:1]1([CH3:11])[CH:6]=[CH:5][C:4]([S:7](Cl)(=[O:9])=[O:8])=[CH:3][CH:2]=1.[CH2:12]([OH:17])[CH2:13][CH2:14][CH:15]=[CH2:16].N1C=CC=CC=1.O. The catalyst is C(Cl)Cl. The product is [C:1]1([CH3:11])[CH:6]=[CH:5][C:4]([S:7]([O:17][CH2:12][CH2:13][CH2:14][CH:15]=[CH2:16])(=[O:9])=[O:8])=[CH:3][CH:2]=1. The yield is 0.950.